Dataset: Catalyst prediction with 721,799 reactions and 888 catalyst types from USPTO. Task: Predict which catalyst facilitates the given reaction. (1) Reactant: [CH:1]([C:3]1[CH:8]=[N:7][CH:6]=[C:5]2[S:9][C:10]([C:12]([O:14][C:15]([CH3:18])([CH3:17])[CH3:16])=[O:13])=[CH:11][C:4]=12)=[O:2].[Cl:19][C:20]1[CH:25]=[CH:24][C:23]([Mg]Br)=[CH:22][CH:21]=1.C(OCC)C. Product: [Cl:19][C:20]1[CH:25]=[CH:24][C:23]([CH:1]([OH:2])[C:3]2[CH:8]=[N:7][CH:6]=[C:5]3[S:9][C:10]([C:12]([O:14][C:15]([CH3:18])([CH3:17])[CH3:16])=[O:13])=[CH:11][C:4]=23)=[CH:22][CH:21]=1. The catalyst class is: 1. (2) Reactant: Cl.[F:2][C:3]([F:25])([F:24])[C:4]1[CH:23]=[CH:22][C:7]([O:8][C:9]2[CH:10]=[C:11]([CH:19]=[CH:20][CH:21]=2)[CH:12]=[C:13]2[CH2:18][CH2:17][NH:16][CH2:15][CH2:14]2)=[CH:6][CH:5]=1.[N:26]1[CH:31]=[CH:30][CH:29]=[C:28]([NH:32][C:33](=O)[O:34]CC)[N:27]=1.C(N(CC)CC)C. Product: [F:25][C:3]([F:2])([F:24])[C:4]1[CH:5]=[CH:6][C:7]([O:8][C:9]2[CH:10]=[C:11]([CH:19]=[CH:20][CH:21]=2)[CH:12]=[C:13]2[CH2:18][CH2:17][N:16]([C:33]([NH:32][C:28]3[N:27]=[N:26][CH:31]=[CH:30][CH:29]=3)=[O:34])[CH2:15][CH2:14]2)=[CH:22][CH:23]=1. The catalyst class is: 10. (3) Reactant: [O:1]=[C:2]1[NH:7][C:6]([C:8]2[CH:9]=[C:10]3[C:15](=[CH:16][CH:17]=2)[N:14]=[CH:13][CH:12]=[C:11]3[N:18]2[CH2:23][CH2:22][CH2:21][C@H:20]([NH:24][C:25](=[O:31])[O:26][C:27]([CH3:30])([CH3:29])[CH3:28])[CH2:19]2)=[N:5][CH:4]=[CH:3]1.C(N(C(C)C)CC)(C)C.[F:41][C:42]([F:61])([F:60])[S:43](N(C1C=CC=CC=1)[S:43]([C:42]([F:61])([F:60])[F:41])(=[O:45])=[O:44])(=[O:45])=[O:44]. Product: [F:41][C:42]([F:61])([F:60])[S:43]([O:1][C:2]1[CH:3]=[CH:4][N:5]=[C:6]([C:8]2[CH:9]=[C:10]3[C:15](=[CH:16][CH:17]=2)[N:14]=[CH:13][CH:12]=[C:11]3[N:18]2[CH2:23][CH2:22][CH2:21][C@H:20]([NH:24][C:25]([O:26][C:27]([CH3:28])([CH3:30])[CH3:29])=[O:31])[CH2:19]2)[N:7]=1)(=[O:45])=[O:44]. The catalyst class is: 2. (4) Reactant: [CH:1]([N:4]1[CH2:9][CH2:8][CH:7]([NH:10][S:11]([CH2:14][CH2:15][CH2:16][N:17]=[N+]=[N-])(=[O:13])=[O:12])[CH2:6][CH2:5]1)([CH3:3])[CH3:2]. Product: [CH:1]([N:4]1[CH2:9][CH2:8][CH:7]([NH:10][S:11]([CH2:14][CH2:15][CH2:16][NH2:17])(=[O:12])=[O:13])[CH2:6][CH2:5]1)([CH3:3])[CH3:2]. The catalyst class is: 5. (5) Reactant: [ClH:1].[CH3:2][N:3]([CH3:29])[CH:4]1[CH2:9][CH2:8][N:7]([C:10](=[O:28])[CH2:11][CH2:12][C:13]2[N:14]([CH2:18][C:19]([O:21][CH2:22][C:23]([N:25]([CH3:27])[CH3:26])=[O:24])=[O:20])[CH:15]=[CH:16][N:17]=2)[CH2:6][CH2:5]1. Product: [ClH:1].[CH3:29][N:3]([CH3:2])[CH:4]1[CH2:5][CH2:6][N:7]([C:10](=[O:28])[CH2:11][CH2:12][C:13]2[N:14]([CH2:18][C:19]([O:21][CH2:22][C:23]([N:25]([CH3:27])[CH3:26])=[O:24])=[O:20])[CH:15]=[CH:16][N:17]=2)[CH2:8][CH2:9]1. The catalyst class is: 27. (6) Reactant: [CH:1]([NH:3][C@H:4]1[CH2:8][CH2:7][N:6]([C:9]([O:11][C:12]([CH3:15])([CH3:14])[CH3:13])=[O:10])[CH2:5]1)=O.B. Product: [CH3:1][NH:3][C@H:4]1[CH2:8][CH2:7][N:6]([C:9]([O:11][C:12]([CH3:15])([CH3:14])[CH3:13])=[O:10])[CH2:5]1. The catalyst class is: 7. (7) Reactant: FC(F)(F)C(O)=O.[Cl:8][C:9]1[N:10]=[CH:11][N:12]([C:14]2[CH:19]=[CH:18][C:17]([NH:20][C:21]3[N:38]=[C:24]4[CH:25]([C:31]5[CH:36]=[CH:35][C:34]([F:37])=[CH:33][CH:32]=5)[CH2:26][C:27](=O)[CH2:28][CH2:29][N:23]4[N:22]=3)=[CH:16][C:15]=2[O:39][CH3:40])[CH:13]=1.[NH:41]1[CH2:45][CH2:44][CH2:43][CH2:42]1.C([BH3-])#N.[Na+].C(O)(C(F)(F)F)=O. Product: [Cl:8][C:9]1[N:10]=[CH:11][N:12]([C:14]2[CH:19]=[CH:18][C:17]([NH:20][C:21]3[N:38]=[C:24]4[CH:25]([C:31]5[CH:32]=[CH:33][C:34]([F:37])=[CH:35][CH:36]=5)[CH2:26][CH:27]([N:41]5[CH2:45][CH2:44][CH2:43][CH2:42]5)[CH2:28][CH2:29][N:23]4[N:22]=3)=[CH:16][C:15]=2[O:39][CH3:40])[CH:13]=1. The catalyst class is: 8. (8) Product: [Cl:1][C:2]1[CH:20]=[CH:19][C:5]([CH2:6][C:7]2[CH:8]=[N:9][C:10]3[N:11]([N:13]=[CH:14][C:15]=3[C:16]([NH:57][CH2:58][CH2:59][OH:60])=[O:18])[CH:12]=2)=[CH:4][C:3]=1[O:21][C:22]([F:23])([F:25])[F:24]. The catalyst class is: 3. Reactant: [Cl:1][C:2]1[CH:20]=[CH:19][C:5]([CH2:6][C:7]2[CH:8]=[N:9][C:10]3[N:11]([N:13]=[CH:14][C:15]=3[C:16]([OH:18])=O)[CH:12]=2)=[CH:4][C:3]=1[O:21][C:22]([F:25])([F:24])[F:23].CN(C(ON1N=NC2C=CC=CC1=2)=[N+](C)C)C.[B-](F)(F)(F)F.C(N(CC)C(C)C)(C)C.[NH2:57][CH2:58][CH2:59][OH:60]. (9) Reactant: [C:1]1([S:14][CH2:15][C:16]([O:18][CH2:19][CH3:20])=[O:17])[CH:6]=[CH:5][CH:4]=[C:3]([S:7][CH2:8][C:9]([O:11][CH2:12][CH3:13])=[O:10])[CH:2]=1.[Br:21]N1C(=O)CCC1=O. Product: [Br:21][C:6]1[CH:5]=[CH:4][C:3]([S:7][CH2:8][C:9]([O:11][CH2:12][CH3:13])=[O:10])=[CH:2][C:1]=1[S:14][CH2:15][C:16]([O:18][CH2:19][CH3:20])=[O:17]. The catalyst class is: 2. (10) Reactant: [NH2:1][C:2]1[CH:3]=[CH:4][C:5]([CH3:25])=[C:6]([CH:24]=1)[NH:7][C:8]1[CH:13]=[C:12]([C:14]([F:17])([F:16])[F:15])[N:11]=[C:10]([C:18]2[CH:23]=[CH:22][N:21]=[CH:20][CH:19]=2)[N:9]=1.[C:26]1([CH3:35])[CH:31]=[CH:30][C:29]([C:32](Cl)=[O:33])=[CH:28][CH:27]=1.O. Product: [CH3:35][C:26]1[CH:31]=[CH:30][C:29]([C:32]([NH:1][C:2]2[CH:3]=[CH:4][C:5]([CH3:25])=[C:6]([NH:7][C:8]3[CH:13]=[C:12]([C:14]([F:16])([F:17])[F:15])[N:11]=[C:10]([C:18]4[CH:23]=[CH:22][N:21]=[CH:20][CH:19]=4)[N:9]=3)[CH:24]=2)=[O:33])=[CH:28][CH:27]=1. The catalyst class is: 17.